Dataset: Full USPTO retrosynthesis dataset with 1.9M reactions from patents (1976-2016). Task: Predict the reactants needed to synthesize the given product. Given the product [C@@H:20]1([NH:30][CH2:10][C:9]2[CH:12]=[CH:13][CH:14]=[C:7]([O:6][C:5]3[CH:15]=[CH:16][CH:17]=[C:3]([C:2]([F:19])([F:18])[F:1])[CH:4]=3)[CH:8]=2)[C:29]2[C:24](=[CH:25][CH:26]=[CH:27][CH:28]=2)[CH2:23][CH2:22][CH2:21]1, predict the reactants needed to synthesize it. The reactants are: [F:1][C:2]([F:19])([F:18])[C:3]1[CH:4]=[C:5]([CH:15]=[CH:16][CH:17]=1)[O:6][C:7]1[CH:8]=[C:9]([CH:12]=[CH:13][CH:14]=1)[CH:10]=O.[C@@H:20]1([NH2:30])[C:29]2[C:24](=[CH:25][CH:26]=[CH:27][CH:28]=2)[CH2:23][CH2:22][CH2:21]1.